Dataset: NCI-60 drug combinations with 297,098 pairs across 59 cell lines. Task: Regression. Given two drug SMILES strings and cell line genomic features, predict the synergy score measuring deviation from expected non-interaction effect. (1) Drug 1: CN1CCC(CC1)COC2=C(C=C3C(=C2)N=CN=C3NC4=C(C=C(C=C4)Br)F)OC. Drug 2: CCC1=C2CN3C(=CC4=C(C3=O)COC(=O)C4(CC)O)C2=NC5=C1C=C(C=C5)O. Cell line: K-562. Synergy scores: CSS=52.8, Synergy_ZIP=2.99, Synergy_Bliss=2.02, Synergy_Loewe=-1.49, Synergy_HSA=3.44. (2) Drug 1: C1CCC(CC1)NC(=O)N(CCCl)N=O. Drug 2: CC1CCCC2(C(O2)CC(NC(=O)CC(C(C(=O)C(C1O)C)(C)C)O)C(=CC3=CSC(=N3)C)C)C. Cell line: M14. Synergy scores: CSS=6.48, Synergy_ZIP=1.09, Synergy_Bliss=5.61, Synergy_Loewe=2.16, Synergy_HSA=2.89. (3) Drug 1: CC12CCC(CC1=CCC3C2CCC4(C3CC=C4C5=CN=CC=C5)C)O. Drug 2: C1=CC(=CC=C1CCC2=CNC3=C2C(=O)NC(=N3)N)C(=O)NC(CCC(=O)O)C(=O)O. Cell line: RXF 393. Synergy scores: CSS=27.2, Synergy_ZIP=-0.231, Synergy_Bliss=4.66, Synergy_Loewe=7.43, Synergy_HSA=8.31. (4) Synergy scores: CSS=20.5, Synergy_ZIP=-2.86, Synergy_Bliss=-1.41, Synergy_Loewe=-0.991, Synergy_HSA=-1.13. Drug 1: C1=CC(=CC=C1CCCC(=O)O)N(CCCl)CCCl. Drug 2: CC1C(C(=O)NC(C(=O)N2CCCC2C(=O)N(CC(=O)N(C(C(=O)O1)C(C)C)C)C)C(C)C)NC(=O)C3=C4C(=C(C=C3)C)OC5=C(C(=O)C(=C(C5=N4)C(=O)NC6C(OC(=O)C(N(C(=O)CN(C(=O)C7CCCN7C(=O)C(NC6=O)C(C)C)C)C)C(C)C)C)N)C. Cell line: PC-3. (5) Drug 1: COC1=CC(=CC(=C1O)OC)C2C3C(COC3=O)C(C4=CC5=C(C=C24)OCO5)OC6C(C(C7C(O6)COC(O7)C8=CC=CS8)O)O. Drug 2: CC1=CC2C(CCC3(C2CCC3(C(=O)C)OC(=O)C)C)C4(C1=CC(=O)CC4)C. Cell line: SK-MEL-5. Synergy scores: CSS=17.3, Synergy_ZIP=1.17, Synergy_Bliss=2.12, Synergy_Loewe=-35.1, Synergy_HSA=-5.94. (6) Drug 1: C1=NC2=C(N=C(N=C2N1C3C(C(C(O3)CO)O)O)F)N. Drug 2: CC1CCC2CC(C(=CC=CC=CC(CC(C(=O)C(C(C(=CC(C(=O)CC(OC(=O)C3CCCCN3C(=O)C(=O)C1(O2)O)C(C)CC4CCC(C(C4)OC)O)C)C)O)OC)C)C)C)OC. Cell line: NCIH23. Synergy scores: CSS=12.8, Synergy_ZIP=-3.82, Synergy_Bliss=2.02, Synergy_Loewe=-8.58, Synergy_HSA=-2.73. (7) Drug 1: COC1=C(C=C2C(=C1)N=CN=C2NC3=CC(=C(C=C3)F)Cl)OCCCN4CCOCC4. Drug 2: COC1=C2C(=CC3=C1OC=C3)C=CC(=O)O2. Cell line: UACC-257. Synergy scores: CSS=11.3, Synergy_ZIP=-2.86, Synergy_Bliss=-0.558, Synergy_Loewe=-6.26, Synergy_HSA=-1.21. (8) Cell line: SK-MEL-2. Drug 2: CC1C(C(=O)NC(C(=O)N2CCCC2C(=O)N(CC(=O)N(C(C(=O)O1)C(C)C)C)C)C(C)C)NC(=O)C3=C4C(=C(C=C3)C)OC5=C(C(=O)C(=C(C5=N4)C(=O)NC6C(OC(=O)C(N(C(=O)CN(C(=O)C7CCCN7C(=O)C(NC6=O)C(C)C)C)C)C(C)C)C)N)C. Drug 1: C1CCC(CC1)NC(=O)N(CCCl)N=O. Synergy scores: CSS=20.4, Synergy_ZIP=-4.55, Synergy_Bliss=4.51, Synergy_Loewe=0.827, Synergy_HSA=1.95. (9) Drug 1: CC1=CC2C(CCC3(C2CCC3(C(=O)C)OC(=O)C)C)C4(C1=CC(=O)CC4)C. Drug 2: C1=NNC2=C1C(=O)NC=N2. Cell line: MALME-3M. Synergy scores: CSS=-2.96, Synergy_ZIP=2.79, Synergy_Bliss=2.20, Synergy_Loewe=-3.00, Synergy_HSA=-2.55.